From a dataset of Reaction yield outcomes from USPTO patents with 853,638 reactions. Predict the reaction yield, written as a fraction of the theoretical maximum amount of product (1.0 means a 100% yield; for example, 0.34 means a 34% yield). (1) The reactants are [NH:1]1[C:9]2[C:4](=[CH:5][C:6]([NH2:10])=[CH:7][CH:8]=2)[CH:3]=[CH:2]1.Cl.C(N=C=NCCCN(C)C)C.ON1C2C=CC=CC=2N=N1.C(N(CC)CC)C.[C:40](O)(=[O:44])[CH:41]([CH3:43])[CH3:42]. The catalyst is CN(C=O)C. The product is [NH:1]1[C:9]2[C:4](=[CH:5][C:6]([NH:10][C:40](=[O:44])[CH:41]([CH3:43])[CH3:42])=[CH:7][CH:8]=2)[CH:3]=[CH:2]1. The yield is 0.778. (2) The reactants are [C:1]([NH2:9])(=[O:8])[C:2]1[CH:7]=[CH:6][CH:5]=[CH:4][CH:3]=1.[C:10]([OH:14])(=[O:13])[CH:11]=[O:12]. The catalyst is CC(C)=O. The product is [C:1]([NH:9][CH:11]([OH:12])[C:10]([OH:14])=[O:13])(=[O:8])[C:2]1[CH:7]=[CH:6][CH:5]=[CH:4][CH:3]=1. The yield is 1.00. (3) The reactants are [Cl:1][C:2]1[CH:10]=[CH:9][CH:8]=[C:7]2[C:3]=1[C:4]([C:11]([O:13][CH3:14])=[O:12])=[N:5][NH:6]2.[Br:15][C:16]1[CH:17]=[C:18](B(O)O)[CH:19]=[CH:20][CH:21]=1. No catalyst specified. The product is [Br:15][C:16]1[CH:21]=[C:20]([N:6]2[C:7]3[C:3](=[C:2]([Cl:1])[CH:10]=[CH:9][CH:8]=3)[C:4]([C:11]([O:13][CH3:14])=[O:12])=[N:5]2)[CH:19]=[CH:18][CH:17]=1. The yield is 0.120.